From a dataset of Forward reaction prediction with 1.9M reactions from USPTO patents (1976-2016). Predict the product of the given reaction. (1) Given the reactants ClC1C=C(Cl)C=CC=1C1C(N2C=CN=C2)=CN=C(CCN)N=1.Cl[C:24]1[CH:29]=[CH:28][C:27]([N+:30]([O-:32])=[O:31])=[C:26]([NH2:33])[N:25]=1.[Cl:34][C:35]1[CH:40]=[C:39]([Cl:41])[CH:38]=[CH:37][C:36]=1[C:42]1[C:47]([C:48]2[NH:49][CH:50]=[CH:51][N:52]=2)=[CH:46][N:45]=[C:44]([NH:53][CH2:54][CH2:55][NH:56]C2C=CC([N+]([O-])=O)=C(OC)N=2)[N:43]=1, predict the reaction product. The product is: [NH2:33][C:26]1[N:25]=[C:24]([NH:56][CH2:55][CH2:54][NH:53][C:44]2[N:43]=[C:42]([C:36]3[CH:37]=[CH:38][C:39]([Cl:41])=[CH:40][C:35]=3[Cl:34])[C:47]([C:48]3[NH:52][CH:51]=[CH:50][N:49]=3)=[CH:46][N:45]=2)[CH:29]=[CH:28][C:27]=1[N+:30]([O-:32])=[O:31]. (2) Given the reactants Br[C:2]1[CH:3]=[C:4]([C:9]2[O:10][C:11]([CH:14]3[CH2:16][CH2:15]3)=[N:12][N:13]=2)[C:5]([NH2:8])=[N:6][CH:7]=1.C([O-])([O-])=O.[K+].[K+].[O:23]1[CH2:28][CH2:27][N:26]([CH2:29][C:30]2[CH:31]=[C:32](B(O)O)[CH:33]=[CH:34][CH:35]=2)[CH2:25][CH2:24]1, predict the reaction product. The product is: [CH:14]1([C:11]2[O:10][C:9]([C:4]3[C:5]([NH2:8])=[N:6][CH:7]=[C:2]([C:32]4[CH:33]=[CH:34][CH:35]=[C:30]([CH2:29][N:26]5[CH2:27][CH2:28][O:23][CH2:24][CH2:25]5)[CH:31]=4)[CH:3]=3)=[N:13][N:12]=2)[CH2:16][CH2:15]1. (3) The product is: [ClH:45].[CH3:24][NH:23][CH:20]1[CH2:19][CH2:18][CH:17]([O:16][C:7]2[C:6]3[C:5]4[C@@H:4]([CH2:3][C@@H:2]([C:32]5[CH:36]=[CH:35][NH:34][N:33]=5)[OH:1])[CH2:15][CH2:14][C:13]=4[S:12][C:11]=3[N:10]=[CH:9][N:8]=2)[CH2:22][CH2:21]1. Given the reactants [OH:1][C@H:2]([C:32]1[CH:36]=[CH:35][N:34](COCC[Si](C)(C)C)[N:33]=1)[CH2:3][C@H:4]1[CH2:15][CH2:14][C:13]2[S:12][C:11]3[N:10]=[CH:9][N:8]=[C:7]([O:16][CH:17]4[CH2:22][CH2:21][CH:20]([N:23](C)[C:24](=O)OC(C)(C)C)[CH2:19][CH2:18]4)[C:6]=3[C:5]1=2.[ClH:45], predict the reaction product. (4) Given the reactants [CH:1]1([C:4]([CH:6]2[CH2:10][CH2:9][N:8]([C@@H:11]([C:13]3[CH:18]=[CH:17][CH:16]=[CH:15][CH:14]=3)[CH3:12])[CH2:7]2)=O)[CH2:3][CH2:2]1.C([O-])(=O)C.[NH4+].C([BH3-])#[N:25].[Na+].[C:28](O[C:28]([O:30][C:31]([CH3:34])([CH3:33])[CH3:32])=[O:29])([O:30][C:31]([CH3:34])([CH3:33])[CH3:32])=[O:29], predict the reaction product. The product is: [C:31]([O:30][C:28]([NH:25][C:1]1([CH2:4][CH:6]2[CH2:10][CH2:9][N:8]([C@@H:11]([C:13]3[CH:18]=[CH:17][CH:16]=[CH:15][CH:14]=3)[CH3:12])[CH2:7]2)[CH2:3][CH2:2]1)=[O:29])([CH3:34])([CH3:33])[CH3:32]. (5) Given the reactants [CH3:1][C:2]([CH3:7])([CH3:6])[CH2:3][CH:4]=O.[NH:8]1[CH2:13][CH2:12][C:11]2([C:22]3[C:17](=[CH:18][CH:19]=[CH:20][CH:21]=3)[C@@H:16]([NH:23][C:24](=[O:26])[CH3:25])[CH2:15][CH2:14]2)[CH2:10][CH2:9]1.C(O[BH-](OC(=O)C)OC(=O)C)(=O)C.[Na+].CO, predict the reaction product. The product is: [CH3:1][C:2]([CH3:7])([CH3:6])[CH2:3][CH2:4][N:8]1[CH2:13][CH2:12][C:11]2([C:22]3[C:17](=[CH:18][CH:19]=[CH:20][CH:21]=3)[C@@H:16]([NH:23][C:24](=[O:26])[CH3:25])[CH2:15][CH2:14]2)[CH2:10][CH2:9]1. (6) Given the reactants [OH:1][C:2]1[CH:3]=[CH:4][CH:5]=[C:6]2[C:11]=1[N:10]=[C:9]([CH3:12])[CH:8]=[CH:7]2.[Br:13][C:14]1[C:15]([O:24][CH3:25])=[C:16]([O:22][CH3:23])[CH:17]=[C:18]([CH:21]=1)[CH:19]=O.[C:26](#[N:30])[CH2:27][C:28]#[N:29].C1N2CCN(CC2)C1, predict the reaction product. The product is: [NH2:30][C:26]1[O:1][C:2]2[C:11]3[C:6](=[CH:7][CH:8]=[C:9]([CH3:12])[N:10]=3)[CH:5]=[CH:4][C:3]=2[CH:19]([C:18]2[CH:17]=[C:16]([O:22][CH3:23])[C:15]([O:24][CH3:25])=[C:14]([Br:13])[CH:21]=2)[C:27]=1[C:28]#[N:29].